This data is from CYP2C19 inhibition data for predicting drug metabolism from PubChem BioAssay. The task is: Regression/Classification. Given a drug SMILES string, predict its absorption, distribution, metabolism, or excretion properties. Task type varies by dataset: regression for continuous measurements (e.g., permeability, clearance, half-life) or binary classification for categorical outcomes (e.g., BBB penetration, CYP inhibition). Dataset: cyp2c19_veith. (1) The compound is Cc1ccccc1C(=N)c1ccccc1Cc1cccc2ccccc12. The result is 1 (inhibitor). (2) The compound is CCOC(=O)c1c(-c2cccc(C)c2)csc1NC(=O)c1c(-c2ccccc2)noc1C. The result is 0 (non-inhibitor). (3) The drug is C/C=C1\C(=O)C[C@@H]2[C@@H]3CCC4=CC(=O)CC[C@@]4(C)[C@H]3CC[C@@]12C. The result is 1 (inhibitor). (4) The drug is COc1ccc(C(=O)N2CCC3(CC2)CN(C(=O)NC(C)C)C3)cc1. The result is 0 (non-inhibitor). (5) The result is 0 (non-inhibitor). The compound is O=C(O)c1c[nH]c2c(ccc3[nH]cc(C(=O)O)c(=O)c32)c1=O. (6) The drug is Cc1cc2c(nc1C)CCCCN2C[C@H](C)O/N=C\[C@@H](C)[C@H](OCc1ccccc1)C(C)C. The result is 0 (non-inhibitor). (7) The compound is Fc1ccc(C2=Nn3c(Cc4ccccc4F)nnc3SC2)cc1. The result is 1 (inhibitor).